This data is from Peptide-MHC class II binding affinity with 134,281 pairs from IEDB. The task is: Regression. Given a peptide amino acid sequence and an MHC pseudo amino acid sequence, predict their binding affinity value. This is MHC class II binding data. (1) The peptide sequence is ATQARAAAAAFEQAH. The MHC is HLA-DQA10401-DQB10402 with pseudo-sequence HLA-DQA10401-DQB10402. The binding affinity (normalized) is 0.212. (2) The peptide sequence is QQLLFIHFRIGCRHSRIG. The MHC is DRB3_0202 with pseudo-sequence DRB3_0202. The binding affinity (normalized) is 0.280. (3) The peptide sequence is LTEWGSGNRTYGPVFMCL. The MHC is DRB1_0401 with pseudo-sequence DRB1_0401. The binding affinity (normalized) is 0. (4) The MHC is DRB1_0301 with pseudo-sequence DRB1_0301. The binding affinity (normalized) is 0.0452. The peptide sequence is FPEQPEQPYPEQ. (5) The peptide sequence is RLVEGVLAEIDDVCL. The MHC is HLA-DPA10301-DPB10402 with pseudo-sequence HLA-DPA10301-DPB10402. The binding affinity (normalized) is 0.162.